From a dataset of Full USPTO retrosynthesis dataset with 1.9M reactions from patents (1976-2016). Predict the reactants needed to synthesize the given product. (1) Given the product [CH2:1]([S:3]([C:6]1[CH:7]=[C:8]([C:12]2[CH:20]=[C:19]([C:21]([OH:23])=[O:22])[C:18]([CH3:25])=[C:17]3[C:13]=2[C:14]2[CH:29]=[C:28]([CH3:30])[CH:27]=[N:26][C:15]=2[NH:16]3)[CH:9]=[CH:10][CH:11]=1)(=[O:5])=[O:4])[CH3:2], predict the reactants needed to synthesize it. The reactants are: [CH2:1]([S:3]([C:6]1[CH:7]=[C:8]([C:12]2[CH:20]=[C:19]([C:21]([O:23]C)=[O:22])[C:18]([CH3:25])=[C:17]3[C:13]=2[C:14]2[CH:29]=[C:28]([CH3:30])[CH:27]=[N:26][C:15]=2[NH:16]3)[CH:9]=[CH:10][CH:11]=1)(=[O:5])=[O:4])[CH3:2].[OH-].[Na+].O1CCCC1.Cl. (2) Given the product [Br:18][C:19]1[CH:24]=[N:23][C:22]([O:25][C:6]2[CH:7]=[CH:8][C:3]([O:2][CH3:1])=[CH:4][CH:5]=2)=[N:21][CH:20]=1, predict the reactants needed to synthesize it. The reactants are: [CH3:1][O:2][C:3]1[CH:8]=[CH:7][C:6](B(O)O)=[CH:5][CH:4]=1.C([O-])([O-])=O.[Cs+].[Cs+].[Br:18][C:19]1[CH:20]=[N:21][C:22]([O:25]N2C3=NC=CC=C3N=N2)=[N:23][CH:24]=1. (3) The reactants are: [C:1]([C:3]1[O:7][C:6]([S:8]([NH:11][C:12]2[CH:17]=[C:16]([O:18][C@H:19]([CH3:41])[CH2:20][O:21]C(C3C=CC=CC=3)(C3C=CC=CC=3)C3C=CC=CC=3)[N:15]=[C:14]([S:42][CH2:43][C:44]3[CH:49]=[CH:48][CH:47]=[C:46]([F:50])[C:45]=3[F:51])[N:13]=2)(=[O:10])=[O:9])=[CH:5][CH:4]=1)#[N:2].O.C1(C)C=CC(S(O)(=O)=O)=CC=1.C1(OC)C=CC=CC=1.O. Given the product [C:1]([C:3]1[O:7][C:6]([S:8]([NH:11][C:12]2[CH:17]=[C:16]([O:18][C@H:19]([CH3:41])[CH2:20][OH:21])[N:15]=[C:14]([S:42][CH2:43][C:44]3[CH:49]=[CH:48][CH:47]=[C:46]([F:50])[C:45]=3[F:51])[N:13]=2)(=[O:10])=[O:9])=[CH:5][CH:4]=1)#[N:2], predict the reactants needed to synthesize it. (4) Given the product [CH3:20][N:19]([CH3:21])[C:14]1[CH:15]=[C:16]2[C:11](=[CH:12][CH:13]=1)[N:10]=[C:9]([NH:8][CH:4]1[CH2:5][CH2:6][CH2:7][CH:2]([NH:1][CH2:27][C:24]3[CH:25]=[CH:26][S:22][CH:23]=3)[CH2:3]1)[CH:18]=[CH:17]2, predict the reactants needed to synthesize it. The reactants are: [NH2:1][CH:2]1[CH2:7][CH2:6][CH2:5][CH:4]([NH:8][C:9]2[CH:18]=[CH:17][C:16]3[C:11](=[CH:12][CH:13]=[C:14]([N:19]([CH3:21])[CH3:20])[CH:15]=3)[N:10]=2)[CH2:3]1.[S:22]1[CH:26]=[CH:25][C:24]([CH:27]=O)=[CH:23]1. (5) Given the product [CH2:1]([O:3][C:4](=[O:29])[C:5]1[CH:10]=[C:9]([Cl:11])[C:8]([CH2:12][Br:30])=[C:7]([Cl:13])[C:6]=1[N:14]([C:15]([O:17][C:18]([CH3:21])([CH3:20])[CH3:19])=[O:16])[C:22]([O:24][C:25]([CH3:28])([CH3:27])[CH3:26])=[O:23])[CH3:2], predict the reactants needed to synthesize it. The reactants are: [CH2:1]([O:3][C:4](=[O:29])[C:5]1[CH:10]=[C:9]([Cl:11])[C:8]([CH3:12])=[C:7]([Cl:13])[C:6]=1[N:14]([C:22]([O:24][C:25]([CH3:28])([CH3:27])[CH3:26])=[O:23])[C:15]([O:17][C:18]([CH3:21])([CH3:20])[CH3:19])=[O:16])[CH3:2].[Br:30]CC1C=C(C=CC=1S(CC)(=O)=O)C#N. (6) The reactants are: [F:1][C:2]1[CH:3]=[C:4]([CH:8]=[CH:9][C:10]=1B1OC(C)(C)C(C)(C)O1)[C:5]([NH2:7])=[O:6].Br[C:21]1[N:26]2[CH:27]=[CH:28][N:29]=[C:25]2[C:24]([NH:30][C:31]2[CH:36]=[CH:35][C:34]([N:37]3[CH2:42][CH2:41][N:40]([CH3:43])[CH2:39][CH2:38]3)=[CH:33][CH:32]=2)=[N:23][CH:22]=1. Given the product [F:1][C:2]1[CH:3]=[C:4]([CH:8]=[CH:9][C:10]=1[C:21]1[N:26]2[CH:27]=[CH:28][N:29]=[C:25]2[C:24]([NH:30][C:31]2[CH:32]=[CH:33][C:34]([N:37]3[CH2:38][CH2:39][N:40]([CH3:43])[CH2:41][CH2:42]3)=[CH:35][CH:36]=2)=[N:23][CH:22]=1)[C:5]([NH2:7])=[O:6], predict the reactants needed to synthesize it. (7) Given the product [F:1][C:2]1[CH:10]=[C:9]([N+:11]([O-:13])=[O:12])[CH:8]=[CH:7][C:3]=1[C:4]([N:40]([CH3:41])[CH2:39][CH2:38][CH2:37][N:29]([CH3:28])[C:30](=[O:36])[O:31][C:32]([CH3:35])([CH3:33])[CH3:34])=[O:6], predict the reactants needed to synthesize it. The reactants are: [F:1][C:2]1[CH:10]=[C:9]([N+:11]([O-:13])=[O:12])[CH:8]=[CH:7][C:3]=1[C:4]([OH:6])=O.C(N(CC)CC)C.C(Cl)(=O)C(C)(C)C.[CH3:28][N:29]([CH2:37][CH2:38][CH2:39][NH:40][CH3:41])[C:30](=[O:36])[O:31][C:32]([CH3:35])([CH3:34])[CH3:33].